From a dataset of Catalyst prediction with 721,799 reactions and 888 catalyst types from USPTO. Predict which catalyst facilitates the given reaction. Reactant: [Cl:1][C:2]1[C:3]([C:9]([O:11]C)=[O:10])=[N:4][C:5]([Cl:8])=[CH:6][N:7]=1.[OH-].[Na+].C(OCC)(=O)C.O. Product: [Cl:1][C:2]1[C:3]([C:9]([OH:11])=[O:10])=[N:4][C:5]([Cl:8])=[CH:6][N:7]=1. The catalyst class is: 5.